This data is from CYP1A2 inhibition data for predicting drug metabolism from PubChem BioAssay. The task is: Regression/Classification. Given a drug SMILES string, predict its absorption, distribution, metabolism, or excretion properties. Task type varies by dataset: regression for continuous measurements (e.g., permeability, clearance, half-life) or binary classification for categorical outcomes (e.g., BBB penetration, CYP inhibition). Dataset: cyp1a2_veith. (1) The compound is CCC(CC)C(=O)Nc1c2cnn(-c3ccccc3)c2nc(=O)n1-c1ccccc1. The result is 0 (non-inhibitor). (2) The compound is COc1cccc(Cn2c(=O)cnc3cnc(Oc4cccc(Cl)c4)nc32)c1. The result is 1 (inhibitor). (3) The molecule is CN(C)c1ncnc2ccc(-c3ccccc3C#N)cc12. The result is 1 (inhibitor). (4) The compound is Fc1ccc(C(OCCCc2cnc[nH]2)c2ccc(F)cc2)cc1. The result is 1 (inhibitor). (5) The drug is Cc1c(Cl)cccc1NC(=O)c1ccc(-n2ccnc2)nc1. The result is 1 (inhibitor). (6) The drug is CCn1c(-c2ccccc2Cl)nn(CC(=O)Nc2ccc(OC)cc2)c1=S. The result is 0 (non-inhibitor). (7) The molecule is CN1CCc2cccc3c2[C@@H]1Cc1ccc(O)c(O)c1-3.CN1CCc2cccc3c2[C@@H]1Cc1ccc(O)c(O)c1-3.Cl.Cl.O. The result is 1 (inhibitor). (8) The result is 0 (non-inhibitor). The compound is CCOC(=O)c1cc(-c2ccccc2)sc1NC(=O)C(C)(C)C.